From a dataset of Catalyst prediction with 721,799 reactions and 888 catalyst types from USPTO. Predict which catalyst facilitates the given reaction. (1) Reactant: [ClH:1].C(OC([N:9]1[CH2:14][CH2:13][N:12]([C:15]2[CH:16]=[N:17][C:18]([NH:21][C:22]3[N:23]=[CH:24][C:25]4[CH:31]=[C:30]([C:32](=[O:34])[CH3:33])[C:29](=[O:35])[N:28]([CH:36]5[CH2:40][CH2:39][CH2:38][CH2:37]5)[C:26]=4[N:27]=3)=[CH:19][CH:20]=2)[CH2:11][CH2:10]1)=O)(C)(C)C. Product: [ClH:1].[C:32]([C:30]1[C:29](=[O:35])[N:28]([CH:36]2[CH2:40][CH2:39][CH2:38][CH2:37]2)[C:26]2[N:27]=[C:22]([NH:21][C:18]3[CH:19]=[CH:20][C:15]([N:12]4[CH2:11][CH2:10][NH:9][CH2:14][CH2:13]4)=[CH:16][N:17]=3)[N:23]=[CH:24][C:25]=2[CH:31]=1)(=[O:34])[CH3:33]. The catalyst class is: 100. (2) Reactant: Br[C:2]1[C:3]([OH:20])=[C:4]([NH:8][S:9]([C:12]2[CH:17]=[C:16]([Cl:18])[CH:15]=[C:14]([Cl:19])[CH:13]=2)(=[O:11])=[O:10])[CH:5]=[N:6][CH:7]=1.[Cu][C:22]#[N:23]. Product: [Cl:19][C:14]1[CH:13]=[C:12]([S:9]([NH:8][C:4]2[CH:5]=[N:6][CH:7]=[C:2]([C:22]#[N:23])[C:3]=2[OH:20])(=[O:11])=[O:10])[CH:17]=[C:16]([Cl:18])[CH:15]=1. The catalyst class is: 296. (3) Reactant: [S:1]1[CH:5]=[CH:4][C:3]([C:6]2[CH:11]=[CH:10][C:9]([CH2:12][C:13]([OH:15])=O)=[CH:8][CH:7]=2)=[CH:2]1.Cl.[F:17][C:18]([F:30])([F:29])[CH:19]([C:21]1[CH:26]=[CH:25][C:24]([O:27][CH3:28])=[CH:23][N:22]=1)[NH2:20].C(N(CC)CC)C.C1C=NC2N(O)N=NC=2C=1.C(Cl)CCl. Product: [S:1]1[CH:5]=[CH:4][C:3]([C:6]2[CH:7]=[CH:8][C:9]([CH2:12][C:13]([NH:20][C@@H:19]([C:21]3[CH:26]=[CH:25][C:24]([O:27][CH3:28])=[CH:23][N:22]=3)[C:18]([F:29])([F:17])[F:30])=[O:15])=[CH:10][CH:11]=2)=[CH:2]1. The catalyst class is: 3. (4) Reactant: [C:1]([O:5][C:6]([NH:8][C:9]1[CH:10]=[CH:11][C:12]([C:15](OCC)=[O:16])=[N:13][CH:14]=1)=[O:7])([CH3:4])([CH3:3])[CH3:2].[H-].[H-].[H-].[H-].[Li+].[Al+3].O.[OH-].[Na+]. Product: [OH:16][CH2:15][C:12]1[N:13]=[CH:14][C:9]([NH:8][C:6](=[O:7])[O:5][C:1]([CH3:3])([CH3:2])[CH3:4])=[CH:10][CH:11]=1. The catalyst class is: 27. (5) Product: [NH:1]1[C:9]2[C:4](=[C:5]([C:20]3[N:21]=[C:22]([N:44]4[CH2:49][CH2:48][O:47][CH2:46][CH2:45]4)[C:23]4[O:28][C:27]5[N:29]=[CH:30][C:31]([CH2:33][N:34]6[CH2:35][CH2:36][N:37]([CH2:40][CH2:41][O:42][CH3:43])[CH2:38][CH2:39]6)=[CH:32][C:26]=5[C:24]=4[N:25]=3)[CH:6]=[CH:7][CH:8]=2)[CH:3]=[CH:2]1. The catalyst class is: 38. Reactant: [NH:1]1[C:9]2[CH:8]=[CH:7][CH:6]=[C:5](B(O)O)[C:4]=2[CH:3]=[CH:2]1.C(=O)([O-])[O-].[Na+].[Na+].Cl[C:20]1[N:21]=[C:22]([N:44]2[CH2:49][CH2:48][O:47][CH2:46][CH2:45]2)[C:23]2[O:28][C:27]3[N:29]=[CH:30][C:31]([CH2:33][N:34]4[CH2:39][CH2:38][N:37]([CH2:40][CH2:41][O:42][CH3:43])[CH2:36][CH2:35]4)=[CH:32][C:26]=3[C:24]=2[N:25]=1. (6) Reactant: CC([N:5]([CH2:9][CH:10]([CH2:34][C:35]1[CH:36]=[N:37][CH:38]=[CH:39][CH:40]=1)[C:11]([N:13]([CH:31]1[CH2:33][CH2:32]1)[CH2:14][C:15]1[CH:20]=[C:19]([CH2:21][CH2:22][CH2:23][O:24][CH3:25])[CH:18]=[C:17]([O:26][CH2:27][CH2:28][O:29][CH3:30])[CH:16]=1)=[O:12])C(=O)[O-])(C)C.Cl. Product: [NH2:5][CH2:9][CH:10]([CH2:34][C:35]1[CH:36]=[N:37][CH:38]=[CH:39][CH:40]=1)[C:11]([N:13]([CH:31]1[CH2:32][CH2:33]1)[CH2:14][C:15]1[CH:20]=[C:19]([CH2:21][CH2:22][CH2:23][O:24][CH3:25])[CH:18]=[C:17]([O:26][CH2:27][CH2:28][O:29][CH3:30])[CH:16]=1)=[O:12]. The catalyst class is: 2. (7) Reactant: Br[C:2]1[CH:3]=[CH:4][C:5]([O:8][C:9]2[CH:10]=[C:11]([CH:26]=[CH:27][CH:28]=2)[CH:12]=[C:13]2[CH2:18][CH2:17][N:16]([C:19]([O:21][C:22]([CH3:25])([CH3:24])[CH3:23])=[O:20])[CH2:15][CH2:14]2)=[N:6][CH:7]=1.O1CCOCC1.[B:35]1([B:35]2[O:39][C:38]([CH3:41])([CH3:40])[C:37]([CH3:43])([CH3:42])[O:36]2)[O:39][C:38]([CH3:41])([CH3:40])[C:37]([CH3:43])([CH3:42])[O:36]1.P([O-])([O-])([O-])=O.[K+].[K+].[K+]. Product: [CH3:42][C:37]1([CH3:43])[C:38]([CH3:41])([CH3:40])[O:39][B:35]([C:2]2[CH:3]=[CH:4][C:5]([O:8][C:9]3[CH:10]=[C:11]([CH:26]=[CH:27][CH:28]=3)[CH:12]=[C:13]3[CH2:18][CH2:17][N:16]([C:19]([O:21][C:22]([CH3:25])([CH3:24])[CH3:23])=[O:20])[CH2:15][CH2:14]3)=[N:6][CH:7]=2)[O:36]1. The catalyst class is: 11. (8) Reactant: Cl[C:2]1[N:3]=[C:4]([N:24]2[CH2:29][CH2:28][O:27][CH2:26][CH2:25]2)[C:5]2[O:10][C:9]([CH2:11][N:12]3[CH2:17][CH2:16][N:15]([C:18]([CH3:23])([CH3:22])[C:19]([NH2:21])=[O:20])[CH2:14][CH2:13]3)=[CH:8][C:6]=2[N:7]=1.[CH3:30][C:31]1[NH:35][C:34]2[CH:36]=[CH:37][CH:38]=[CH:39][C:33]=2[N:32]=1.CC(C1C=C(C(C)C)C(C2C=CC=CC=2P(C2CCCCC2)C2CCCCC2)=C(C(C)C)C=1)C.C(=O)([O-])[O-].[Cs+].[Cs+]. Product: [CH3:22][C:18]([N:15]1[CH2:16][CH2:17][N:12]([CH2:11][C:9]2[O:10][C:5]3[C:4]([N:24]4[CH2:29][CH2:28][O:27][CH2:26][CH2:25]4)=[N:3][C:2]([N:32]4[C:33]5[CH:39]=[CH:38][CH:37]=[CH:36][C:34]=5[N:35]=[C:31]4[CH3:30])=[N:7][C:6]=3[CH:8]=2)[CH2:13][CH2:14]1)([CH3:23])[C:19]([NH2:21])=[O:20]. The catalyst class is: 62. (9) Reactant: [N:1]1([CH2:7][C:8]2[N:12]([C:13]3[CH:20]=[CH:19][C:16]([C:17]#[N:18])=[C:15]([C:21]([F:24])([F:23])[F:22])[CH:14]=3)[N:11]=[N:10][N:9]=2)[CH2:6][CH2:5][NH:4][CH2:3][CH2:2]1.C(N(CC)CC)C.[C:32](Cl)(=[O:34])[CH3:33].O. Product: [C:32]([N:4]1[CH2:3][CH2:2][N:1]([CH2:7][C:8]2[N:12]([C:13]3[CH:20]=[CH:19][C:16]([C:17]#[N:18])=[C:15]([C:21]([F:24])([F:22])[F:23])[CH:14]=3)[N:11]=[N:10][N:9]=2)[CH2:6][CH2:5]1)(=[O:34])[CH3:33]. The catalyst class is: 2. (10) Reactant: C([O:3][C:4](=O)[C:5]([S:15][C:16](=[O:18])[CH3:17])([CH3:14])[CH2:6][CH2:7][CH2:8][CH2:9][CH2:10][CH2:11][CH2:12][CH3:13])C.[Li+].C[Si]([N-][Si](C)(C)C)(C)C.Cl. Product: [OH:3][C:4]1[C:5]([CH3:14])([CH2:6][CH2:7][CH2:8][CH2:9][CH2:10][CH2:11][CH2:12][CH3:13])[S:15][C:16](=[O:18])[CH:17]=1. The catalyst class is: 1.